Dataset: Forward reaction prediction with 1.9M reactions from USPTO patents (1976-2016). Task: Predict the product of the given reaction. (1) Given the reactants I[C:2]1[CH:3]=[C:4]2[C:8](=[CH:9][CH:10]=1)[N:7]([S:11]([C:14]1[CH:19]=[CH:18][CH:17]=[CH:16][CH:15]=1)(=[O:13])=[O:12])[CH:6]=[CH:5]2.[C:20]([O:25][CH3:26])(=[O:24])/[CH:21]=[CH:22]/[CH3:23].C(N(CC)CC)C.[I-], predict the reaction product. The product is: [CH3:26][O:25][C:20](=[O:24])[CH:21]=[C:22]([C:2]1[CH:3]=[C:4]2[C:8](=[CH:9][CH:10]=1)[N:7]([S:11]([C:14]1[CH:19]=[CH:18][CH:17]=[CH:16][CH:15]=1)(=[O:13])=[O:12])[CH:6]=[CH:5]2)[CH3:23]. (2) The product is: [CH2:22]([S:25][CH2:26][C:27]1[C:36]2[C:31](=[CH:32][CH:33]=[C:34]([C:37]3[CH:42]=[CH:41][S:14][CH:38]=3)[CH:35]=2)[NH:30][C:29]([CH3:48])([CH3:47])[CH:28]=1)[CH:23]=[CH2:24]. Given the reactants CC1(C)C=C(C)C2C(=CC=C(O[S:14](C(F)(F)F)(=O)=O)C=2)N1.[CH2:22]([S:25][CH2:26][C:27]1[C:36]2[C:31](=[CH:32][CH:33]=[C:34]([C:37]3[CH:42]=[CH:41]C=C[C:38]=3C(F)(F)F)[CH:35]=2)[NH:30][C:29]([CH3:48])([CH3:47])[CH:28]=1)[CH:23]=[CH2:24].FC(F)(F)C1C=CC=CC=1B(O)O.C(S)C=C, predict the reaction product. (3) The product is: [C:36]([O:35][C:33]([C:32]1[C:31]([F:41])=[CH:30][C:29]([O:1][CH2:2][CH:3]2[CH2:4][CH:5]3[N:10]([C:11]([O:13][CH2:14][C:15]4[CH:16]=[CH:17][CH:18]=[CH:19][CH:20]=4)=[O:12])[CH:8]([CH2:7][CH2:6]3)[CH2:9]2)=[C:28]([Cl:27])[CH:40]=1)=[O:34])([CH3:39])([CH3:37])[CH3:38]. Given the reactants [OH:1][CH2:2][CH:3]1[CH2:9][CH:8]2[N:10]([C:11]([O:13][CH2:14][C:15]3[CH:20]=[CH:19][CH:18]=[CH:17][CH:16]=3)=[O:12])[CH:5]([CH2:6][CH2:7]2)[CH2:4]1.C(=O)([O-])[O-].[Cs+].[Cs+].[Cl:27][C:28]1[C:29](F)=[CH:30][C:31]([F:41])=[C:32]([CH:40]=1)[C:33]([O:35][C:36]([CH3:39])([CH3:38])[CH3:37])=[O:34].Cl, predict the reaction product. (4) Given the reactants [C:1]([O:4][CH2:5][CH2:6][C:7]1[CH:12]=[CH:11][C:10]([N+:13]([O-])=O)=[CH:9][C:8]=1[N+:16]([O-])=O)(=[O:3])[CH3:2].CO.[H][H], predict the reaction product. The product is: [C:1]([O:4][CH2:5][CH2:6][C:7]1[CH:12]=[CH:11][C:10]([NH2:13])=[CH:9][C:8]=1[NH2:16])(=[O:3])[CH3:2]. (5) Given the reactants [O:1]1[C:5]2[CH:6]=[CH:7][C:8]([CH2:10][N:11]([CH2:36][C:37]3[CH:45]=[CH:44][C:40]4[O:41][CH2:42][O:43][C:39]=4[CH:38]=3)[C:12](=O)[CH2:13][C:14]3[N:15]([CH2:31][CH2:32][CH2:33][CH3:34])[C:16]([C:25]4[CH:30]=[CH:29][CH:28]=[CH:27][CH:26]=4)=[N:17][C:18]=3[C:19]3[CH:24]=[CH:23][CH:22]=[CH:21][CH:20]=3)=[CH:9][C:4]=2[O:3][CH2:2]1.[H-].[Al+3].[Li+].[H-].[H-].[H-].[OH-].[Na+].S([O-])([O-])(=O)=O.[Mg+2], predict the reaction product. The product is: [O:41]1[C:40]2[CH:44]=[CH:45][C:37]([CH2:36][N:11]([CH2:10][C:8]3[CH:7]=[CH:6][C:5]4[O:1][CH2:2][O:3][C:4]=4[CH:9]=3)[CH2:12][CH2:13][C:14]3[N:15]([CH2:31][CH2:32][CH2:33][CH3:34])[C:16]([C:25]4[CH:30]=[CH:29][CH:28]=[CH:27][CH:26]=4)=[N:17][C:18]=3[C:19]3[CH:20]=[CH:21][CH:22]=[CH:23][CH:24]=3)=[CH:38][C:39]=2[O:43][CH2:42]1. (6) Given the reactants [CH3:1][C:2]1[CH:8]=[CH:7][C:5]([NH2:6])=[CH:4][C:3]=1[N:9]1[C:16]2[N:12]([N:13]=[C:14]([C:17]3[CH:18]=[N:19][CH:20]=[CH:21][CH:22]=3)[CH:15]=2)[CH:11]=[CH:10]1.[CH3:23][C:24]1[N:25]([C:29]2[CH:30]=[C:31]([CH:35]=[C:36]([S:38]([F:43])([F:42])([F:41])([F:40])[F:39])[CH:37]=2)[C:32](O)=[O:33])[CH:26]=[CH:27][N:28]=1.CN(C(ON1N=NC2C=CC=NC1=2)=[N+](C)C)C.F[P-](F)(F)(F)(F)F.C(N(CC)C(C)C)(C)C.[OH-].[Na+], predict the reaction product. The product is: [CH3:23][C:24]1[N:25]([C:29]2[CH:30]=[C:31]([CH:35]=[C:36]([S:38]([F:42])([F:39])([F:40])([F:43])[F:41])[CH:37]=2)[C:32]([NH:6][C:5]2[CH:7]=[CH:8][C:2]([CH3:1])=[C:3]([N:9]3[C:16]4[N:12]([N:13]=[C:14]([C:17]5[CH:18]=[N:19][CH:20]=[CH:21][CH:22]=5)[CH:15]=4)[CH:11]=[CH:10]3)[CH:4]=2)=[O:33])[CH:26]=[CH:27][N:28]=1.